From a dataset of Catalyst prediction with 721,799 reactions and 888 catalyst types from USPTO. Predict which catalyst facilitates the given reaction. (1) Reactant: [F:1][C:2]1[CH:7]=[CH:6][C:5]([C:8]2[CH2:13][CH2:12][CH2:11][CH2:10][C:9]=2[C:14]([NH:16][C:17]2[CH:22]=[CH:21][C:20]([N:23]([CH2:31][CH2:32][C:33]3[CH:38]=[CH:37][CH:36]=[CH:35][N:34]=3)C(=O)OC(C)(C)C)=[CH:19][CH:18]=2)=[O:15])=[CH:4][CH:3]=1.FC(F)(F)C(O)=O. Product: [F:1][C:2]1[CH:7]=[CH:6][C:5]([C:8]2[CH2:13][CH2:12][CH2:11][CH2:10][C:9]=2[C:14]([NH:16][C:17]2[CH:18]=[CH:19][C:20]([NH:23][CH2:31][CH2:32][C:33]3[CH:38]=[CH:37][CH:36]=[CH:35][N:34]=3)=[CH:21][CH:22]=2)=[O:15])=[CH:4][CH:3]=1. The catalyst class is: 4. (2) Reactant: [CH3:1][O:2][C:3]1[CH:4]=[C:5]([NH:20][C:21]2[N:26]=[C:25]([O:27][C:28]3[C:37]4[C:32](=[CH:33][CH:34]=[CH:35][CH:36]=4)[C:31]([NH:38][C:39](=[O:47])OC4C=CC=CC=4)=[CH:30][CH:29]=3)[CH:24]=[CH:23][N:22]=2)[CH:6]=[C:7]([O:9][CH2:10][CH2:11][O:12][CH2:13][CH2:14][O:15][CH2:16][CH2:17][O:18][CH3:19])[CH:8]=1.[NH2:48][C:49]1[C:50]([O:64][CH3:65])=[C:51]([CH:57]=[C:58]([C:60]([CH3:63])([CH3:62])[CH3:61])[CH:59]=1)[C:52]([N:54]([CH3:56])[CH3:55])=[O:53]. Product: [C:60]([C:58]1[CH:59]=[C:49]([NH:48][C:39]([NH:38][C:31]2[C:32]3[C:37](=[CH:36][CH:35]=[CH:34][CH:33]=3)[C:28]([O:27][C:25]3[CH:24]=[CH:23][N:22]=[C:21]([NH:20][C:5]4[CH:6]=[C:7]([O:9][CH2:10][CH2:11][O:12][CH2:13][CH2:14][O:15][CH2:16][CH2:17][O:18][CH3:19])[CH:8]=[C:3]([O:2][CH3:1])[CH:4]=4)[N:26]=3)=[CH:29][CH:30]=2)=[O:47])[C:50]([O:64][CH3:65])=[C:51]([CH:57]=1)[C:52]([N:54]([CH3:55])[CH3:56])=[O:53])([CH3:63])([CH3:61])[CH3:62]. The catalyst class is: 1.